Dataset: Full USPTO retrosynthesis dataset with 1.9M reactions from patents (1976-2016). Task: Predict the reactants needed to synthesize the given product. Given the product [C:27]1([C:36]2[CH:37]=[CH:38][CH:39]=[CH:40][CH:41]=2)[CH:32]=[CH:31][CH:30]=[C:29]([C:3]2[C:4]3[CH2:10][CH2:9][N:8]([C:11](=[O:16])[C:12]([F:15])([F:14])[F:13])[CH2:7][CH2:6][C:5]=3[CH:17]=[CH:18][C:2]=2[Cl:1])[CH:28]=1, predict the reactants needed to synthesize it. The reactants are: [Cl:1][C:2]1[CH:18]=[CH:17][C:5]2[CH2:6][CH2:7][N:8]([C:11](=[O:16])[C:12]([F:15])([F:14])[F:13])[CH2:9][CH2:10][C:4]=2[C:3]=1OS(C(F)(F)F)(=O)=O.[C:27]1([C:36]2[CH:41]=[CH:40][CH:39]=[CH:38][CH:37]=2)[CH:32]=[CH:31][CH:30]=[C:29](B(O)O)[CH:28]=1.[F-].[Cs+].